From a dataset of Full USPTO retrosynthesis dataset with 1.9M reactions from patents (1976-2016). Predict the reactants needed to synthesize the given product. (1) Given the product [Cl:15][C:16]1[CH:24]=[CH:23][C:19]([C:20]([NH:14][C:2]2[CH:3]=[CH:4][C:5]3[O:6][C:7]4[CH2:13][CH2:12][CH2:11][CH2:10][C:8]=4[C:9]=3[CH:1]=2)=[O:21])=[CH:18][CH:17]=1, predict the reactants needed to synthesize it. The reactants are: [CH2:1]1[C:9]2[C:8]3[CH:10]=[CH:11][CH:12]=[CH:13][C:7]=3[O:6][C:5]=2[CH2:4][CH2:3][CH:2]1[NH2:14].[Cl:15][C:16]1[CH:24]=[CH:23][C:19]([C:20](Cl)=[O:21])=[CH:18][CH:17]=1. (2) Given the product [OH:16][C@H:15]([CH3:17])[CH2:14][N:1]1[CH2:6][CH2:5][CH:4]([O:7][C:8](=[O:13])[C:9]([CH3:10])([CH3:12])[CH3:11])[CH2:3][CH2:2]1, predict the reactants needed to synthesize it. The reactants are: [NH:1]1[CH2:6][CH2:5][CH:4]([O:7][C:8](=[O:13])[C:9]([CH3:12])([CH3:11])[CH3:10])[CH2:3][CH2:2]1.[CH3:14][C@@H:15]1[CH2:17][O:16]1. (3) Given the product [C:14]([Si:11]([CH3:13])([CH3:12])[N:8]1[C:5]2=[N:6][CH:7]=[C:2]([CH3:18])[CH:3]=[C:4]2[CH:10]=[CH:9]1)([CH3:17])([CH3:16])[CH3:15], predict the reactants needed to synthesize it. The reactants are: Br[C:2]1[CH:3]=[C:4]2[CH:10]=[CH:9][N:8]([Si:11]([C:14]([CH3:17])([CH3:16])[CH3:15])([CH3:13])[CH3:12])[C:5]2=[N:6][CH:7]=1.[CH2:18]([Li])CCC.CCCCCC.CI. (4) Given the product [Cl:1][C:2]1[CH:7]=[CH:6][CH:5]=[C:4]([Cl:8])[C:3]=1[CH2:9][S:10]([C:13]1[CH:14]=[C:15]2[C:19](=[CH:20][CH:21]=1)[NH:18][C:17](=[O:22])/[C:16]/2=[CH:23]\[C:24]1[NH:28][C:27]([CH3:29])=[C:26]([CH2:30][CH2:31][C:32](=[O:33])[N:68]2[CH2:69][CH2:70][CH2:71][C@@H:66]([CH2:65][N:60]3[CH2:61][CH2:62][CH2:63][CH2:64]3)[CH2:67]2)[C:25]=1[CH3:35])(=[O:11])=[O:12], predict the reactants needed to synthesize it. The reactants are: [Cl:1][C:2]1[CH:7]=[CH:6][CH:5]=[C:4]([Cl:8])[C:3]=1[CH2:9][S:10]([C:13]1[CH:14]=[C:15]2[C:19](=[CH:20][CH:21]=1)[NH:18][C:17](=[O:22])/[C:16]/2=[CH:23]\[C:24]1[NH:28][C:27]([CH3:29])=[C:26]([CH2:30][CH2:31][C:32](O)=[O:33])[C:25]=1[CH3:35])(=[O:12])=[O:11].CN(C(ON1N=NC2C=CC=NC1=2)=[N+](C)C)C.F[P-](F)(F)(F)(F)F.[N:60]1([CH2:65][C@@H:66]2[CH2:71][CH2:70][CH2:69][NH:68][CH2:67]2)[CH2:64][CH2:63][CH2:62][CH2:61]1. (5) Given the product [CH2:9]([O:8][C:6]1[C:5]([O:16][CH3:17])=[CH:4][C:3]([CH:18]([NH:27][C:28]2[CH:29]=[CH:30][C:31]([C:34]([NH2:42])=[NH:35])=[CH:32][CH:33]=2)[CH2:19][NH:20][S:21]([CH2:24][CH2:25][CH3:26])(=[O:23])=[O:22])=[C:2]([NH:1][S:37]([CH3:36])(=[O:39])=[O:38])[CH:7]=1)[C:10]1[CH:11]=[CH:12][CH:13]=[CH:14][CH:15]=1, predict the reactants needed to synthesize it. The reactants are: [NH2:1][C:2]1[CH:7]=[C:6]([O:8][CH2:9][C:10]2[CH:15]=[CH:14][CH:13]=[CH:12][CH:11]=2)[C:5]([O:16][CH3:17])=[CH:4][C:3]=1[CH:18]([NH:27][C:28]1[CH:33]=[CH:32][C:31]([C:34]#[N:35])=[CH:30][CH:29]=1)[CH2:19][NH:20][S:21]([CH2:24][CH2:25][CH3:26])(=[O:23])=[O:22].[CH3:36][S:37](Cl)(=[O:39])=[O:38].Cl.[NH2:42]O.[O-]CC.[Na+]. (6) Given the product [CH3:10][O:9][C:7]1[CH:8]=[C:3]([O:2][CH3:1])[N:4]=[C:5]([O:11][CH:12]([CH:16]([CH3:18])[CH3:17])[C:13]([N:25]2[CH2:21][CH2:20][CH2:19][CH2:24][CH2:23]2)=[O:15])[N:6]=1, predict the reactants needed to synthesize it. The reactants are: [CH3:1][O:2][C:3]1[CH:8]=[C:7]([O:9][CH3:10])[N:6]=[C:5]([O:11][CH:12]([CH:16]([CH3:18])[CH3:17])[C:13]([OH:15])=O)[N:4]=1.[CH:19]1[CH:20]=[CH:21]C2N(O)N=[N:25][C:23]=2[CH:24]=1.N1CCCCC1.CCN=C=NCCCN(C)C.Cl. (7) Given the product [C:18]([C:19]1[CH:20]=[CH:21][C:6]([C:9]([F:12])([F:11])[F:10])=[CH:5][N:4]=1)(=[O:17])[CH3:13], predict the reactants needed to synthesize it. The reactants are: C(C1C=C[C:6]([C:9]([F:12])([F:11])[F:10])=[CH:5][N:4]=1)#N.[CH3:13][Mg]Br.Cl.[O:17]1[CH2:21][CH2:20][CH2:19][CH2:18]1. (8) Given the product [C:15]([O:14][C:2]1[CH:3]=[CH:4][C:5]2[C:6]3[C:11](=[CH:10][CH:9]=[CH:8][CH:7]=3)[NH:12][C:13]=2[CH:1]=1)(=[O:17])[CH3:16], predict the reactants needed to synthesize it. The reactants are: [CH:1]1[C:13]2[NH:12][C:11]3[C:6](=[CH:7][CH:8]=[CH:9][CH:10]=3)[C:5]=2[CH:4]=[CH:3][C:2]=1[OH:14].[C:15](Cl)(=[O:17])[CH3:16]. (9) Given the product [F:3][C:4]1[CH:5]=[C:6]([CH:28]=[C:29]([C:31]([F:34])([F:33])[F:32])[CH:30]=1)[CH2:7][C:8]1[S:9][C:10]2[C:16]([C:17]3[CH:18]=[C:19]([CH:25]=[CH:26][CH:27]=3)[C:20]([NH2:38])=[O:21])=[CH:15][CH:14]=[CH:13][C:11]=2[CH:12]=1, predict the reactants needed to synthesize it. The reactants are: [OH-].[Na+].[F:3][C:4]1[CH:5]=[C:6]([CH:28]=[C:29]([C:31]([F:34])([F:33])[F:32])[CH:30]=1)[CH2:7][C:8]1[S:9][C:10]2[C:16]([C:17]3[CH:18]=[C:19]([CH:25]=[CH:26][CH:27]=3)[C:20](OCC)=[O:21])=[CH:15][CH:14]=[CH:13][C:11]=2[CH:12]=1.Cl.CC[N:38]=C=NCCCN(C)C.C1C=CC2N(O)N=NC=2C=1.N.